From a dataset of Reaction yield outcomes from USPTO patents with 853,638 reactions. Predict the reaction yield, written as a fraction of the theoretical maximum amount of product (1.0 means a 100% yield; for example, 0.34 means a 34% yield). (1) The reactants are [C:1]([O:5][C:6]([N:8]1[CH2:13][CH2:12][CH:11]([CH2:14][O:15][C:16]2[CH:21]=[CH:20][CH:19]=[CH:18][C:17]=2[NH2:22])[CH2:10][CH2:9]1)=[O:7])([CH3:4])([CH3:3])[CH3:2].[CH3:23][S:24](Cl)(=[O:26])=[O:25]. The catalyst is C(N(CC)CC)C. The product is [C:1]([O:5][C:6]([N:8]1[CH2:9][CH2:10][CH:11]([CH2:14][O:15][C:16]2[CH:21]=[CH:20][CH:19]=[CH:18][C:17]=2[NH:22][S:24]([CH3:23])(=[O:26])=[O:25])[CH2:12][CH2:13]1)=[O:7])([CH3:4])([CH3:2])[CH3:3]. The yield is 0.900. (2) The reactants are [N+:1]([C:4]1[CH:13]=[CH:12][C:7]2[N:8]=[C:9]([NH2:11])[S:10][C:6]=2[CH:5]=1)([O-])=O.Cl[Sn]Cl. The catalyst is C(O)C. The product is [S:10]1[C:6]2[CH:5]=[C:4]([NH2:1])[CH:13]=[CH:12][C:7]=2[N:8]=[C:9]1[NH2:11]. The yield is 0.500. (3) The reactants are [CH3:1][O:2][C:3]([C:5]1[C:10](Br)=[C:9]([NH2:12])[N:8]=[C:7]([C:13]2[CH:18]=[CH:17][C:16]([Cl:19])=[C:15]([O:20][CH3:21])[C:14]=2[F:22])[N:6]=1)=[O:4].[CH3:23][Si:24]([CH3:41])([CH3:40])[C:25]#[C:26][Sn](CCCC)(CCCC)CCCC. The catalyst is ClCCCl.Cl[Pd](Cl)([P](C1C=CC=CC=1)(C1C=CC=CC=1)C1C=CC=CC=1)[P](C1C=CC=CC=1)(C1C=CC=CC=1)C1C=CC=CC=1. The product is [CH3:1][O:2][C:3]([C:5]1[C:10]([C:26]#[C:25][Si:24]([CH3:41])([CH3:40])[CH3:23])=[C:9]([NH2:12])[N:8]=[C:7]([C:13]2[CH:18]=[CH:17][C:16]([Cl:19])=[C:15]([O:20][CH3:21])[C:14]=2[F:22])[N:6]=1)=[O:4]. The yield is 0.790.